Dataset: NCI-60 drug combinations with 297,098 pairs across 59 cell lines. Task: Regression. Given two drug SMILES strings and cell line genomic features, predict the synergy score measuring deviation from expected non-interaction effect. Drug 1: CC1=CC2C(CCC3(C2CCC3(C(=O)C)OC(=O)C)C)C4(C1=CC(=O)CC4)C. Drug 2: CN(CC1=CN=C2C(=N1)C(=NC(=N2)N)N)C3=CC=C(C=C3)C(=O)NC(CCC(=O)O)C(=O)O. Cell line: SK-MEL-2. Synergy scores: CSS=7.19, Synergy_ZIP=-0.302, Synergy_Bliss=1.62, Synergy_Loewe=-25.6, Synergy_HSA=-6.64.